From a dataset of Forward reaction prediction with 1.9M reactions from USPTO patents (1976-2016). Predict the product of the given reaction. (1) Given the reactants Br[C:2]1[CH:3]=[CH:4][C:5]([F:23])=[C:6]([C:8]([NH:11][C:12](=[O:22])[O:13][CH:14]2[CH:19]3[CH2:20][CH2:21][N:16]([CH2:17][CH2:18]3)[CH2:15]2)([CH3:10])[CH3:9])[CH:7]=1.[CH:24]1(B(O)O)[CH2:26][CH2:25]1, predict the reaction product. The product is: [CH:24]1([C:2]2[CH:3]=[CH:4][C:5]([F:23])=[C:6]([C:8]([NH:11][C:12](=[O:22])[O:13][CH:14]3[CH:19]4[CH2:20][CH2:21][N:16]([CH2:17][CH2:18]4)[CH2:15]3)([CH3:10])[CH3:9])[CH:7]=2)[CH2:26][CH2:25]1. (2) Given the reactants [F:1][CH:2]([F:24])[O:3][CH2:4][C@@H:5]([O:7][C:8]1[CH:9]=[C:10]([CH:20]=[C:21]([OH:23])[CH:22]=1)[C:11]([NH:13][C:14]1[CH:18]=[CH:17][N:16]([CH3:19])[N:15]=1)=[O:12])[CH3:6].[N:25]1([C:29]([C:31]2[CH:32]=[C:33]([Cl:38])[C:34](Cl)=[N:35][CH:36]=2)=[O:30])[CH2:28][CH2:27][CH2:26]1.C(=O)([O-])[O-].[K+].[K+], predict the reaction product. The product is: [N:25]1([C:29]([C:31]2[CH:32]=[C:33]([Cl:38])[C:34]([O:23][C:21]3[CH:20]=[C:10]([CH:9]=[C:8]([O:7][C@@H:5]([CH3:6])[CH2:4][O:3][CH:2]([F:1])[F:24])[CH:22]=3)[C:11]([NH:13][C:14]3[CH:18]=[CH:17][N:16]([CH3:19])[N:15]=3)=[O:12])=[N:35][CH:36]=2)=[O:30])[CH2:28][CH2:27][CH2:26]1. (3) Given the reactants C([O:4][C:5]1[CH:10]=[CH:9][C:8]([C:11]2[CH:12]([C:25]3[CH:30]=[CH:29][N:28]=[CH:27][CH:26]=3)[O:13][C:14]3[C:19]([CH:20]=2)=[CH:18][CH:17]=[C:16]([O:21]C(=O)C)[CH:15]=3)=[CH:7][CH:6]=1)(=O)C.C(O)(=O)C.O, predict the reaction product. The product is: [OH:4][C:5]1[CH:6]=[CH:7][C:8]([C:11]2[CH:12]([C:25]3[CH:26]=[CH:27][N:28]=[CH:29][CH:30]=3)[O:13][C:14]3[C:19]([CH:20]=2)=[CH:18][CH:17]=[C:16]([OH:21])[CH:15]=3)=[CH:9][CH:10]=1. (4) The product is: [CH2:1]([NH:8][C:9]([NH:11][N:12]([CH2:14][C:15]([NH:18][C@H:19]([C:32]([N:34]([C@@H:46]([CH3:54])[CH:47]([O:48][CH2:49][CH3:50])[O:51][CH2:52][CH3:53])[CH2:35][C:36]1[C:45]2[C:40](=[CH:41][CH:42]=[CH:43][CH:44]=2)[CH:39]=[CH:38][CH:37]=1)=[O:33])[CH2:20][CH2:21][CH2:22][CH2:23][NH:24][C:25](=[O:31])[O:26][C:27]([CH3:28])([CH3:30])[CH3:29])=[O:17])[CH3:13])=[O:10])[C:2]1[CH:3]=[CH:4][CH:5]=[CH:6][CH:7]=1. Given the reactants [CH2:1]([NH:8][C:9]([NH:11][N:12]([CH2:14][C:15]([OH:17])=O)[CH3:13])=[O:10])[C:2]1[CH:7]=[CH:6][CH:5]=[CH:4][CH:3]=1.[NH2:18][C@H:19]([C:32]([N:34]([C@@H:46]([CH3:54])[CH:47]([O:51][CH2:52][CH3:53])[O:48][CH2:49][CH3:50])[CH2:35][C:36]1[C:45]2[C:40](=[CH:41][CH:42]=[CH:43][CH:44]=2)[CH:39]=[CH:38][CH:37]=1)=[O:33])[CH2:20][CH2:21][CH2:22][CH2:23][NH:24][C:25](=[O:31])[O:26][C:27]([CH3:30])([CH3:29])[CH3:28], predict the reaction product. (5) Given the reactants [Cl:1][C:2]1[CH:3]=[C:4]([C:9](=[C:23]2[CH2:29][CH2:28][CH2:27][CH2:26][CH2:25][CH2:24]2)[C:10]2[CH:15]=[CH:14][C:13](/[CH:16]=[CH:17]/[C:18]([O:20]CC)=[O:19])=[CH:12][CH:11]=2)[CH:5]=[CH:6][C:7]=1[OH:8].[OH-].[Na+].Cl, predict the reaction product. The product is: [Cl:1][C:2]1[CH:3]=[C:4]([C:9](=[C:23]2[CH2:29][CH2:28][CH2:27][CH2:26][CH2:25][CH2:24]2)[C:10]2[CH:15]=[CH:14][C:13](/[CH:16]=[CH:17]/[C:18]([OH:20])=[O:19])=[CH:12][CH:11]=2)[CH:5]=[CH:6][C:7]=1[OH:8]. (6) Given the reactants [CH3:1][NH:2][C:3]1[N:8]=[C:7]([CH2:9][CH2:10][O:11][C:12]2[CH:17]=[CH:16][C:15]([CH2:18][CH:19]([C:25]3[O:26][CH:27]=[CH:28][N:29]=3)[CH2:20][C:21]([O:23]C)=[O:22])=[CH:14][CH:13]=2)[CH:6]=[CH:5][CH:4]=1.[Li+].[OH-], predict the reaction product. The product is: [CH3:1][NH:2][C:3]1[N:8]=[C:7]([CH2:9][CH2:10][O:11][C:12]2[CH:13]=[CH:14][C:15]([CH2:18][CH:19]([C:25]3[O:26][CH:27]=[CH:28][N:29]=3)[CH2:20][C:21]([OH:23])=[O:22])=[CH:16][CH:17]=2)[CH:6]=[CH:5][CH:4]=1.